From a dataset of Full USPTO retrosynthesis dataset with 1.9M reactions from patents (1976-2016). Predict the reactants needed to synthesize the given product. (1) Given the product [C:14]([O:13][C:11]([N:10]([C:7]1[O:8][CH2:9][C:5]2([N:6]=1)[C:25]1([CH2:26][O:27][CH2:28]1)[CH2:29][O:30][C:31]1[C:4]2=[CH:3][C:2]([C:38]#[C:37][CH2:36][O:35][CH3:34])=[CH:33][CH:32]=1)[C:18]([O:20][C:21]([CH3:23])([CH3:24])[CH3:22])=[O:19])=[O:12])([CH3:15])([CH3:16])[CH3:17], predict the reactants needed to synthesize it. The reactants are: Br[C:2]1[CH:3]=[C:4]2[C:31](=[CH:32][CH:33]=1)[O:30][CH2:29][C:25]1([CH2:28][O:27][CH2:26]1)[C:5]12[CH2:9][O:8][C:7]([N:10]([C:18]([O:20][C:21]([CH3:24])([CH3:23])[CH3:22])=[O:19])[C:11]([O:13][C:14]([CH3:17])([CH3:16])[CH3:15])=[O:12])=[N:6]1.[CH3:34][O:35][CH2:36][C:37]#[CH:38]. (2) Given the product [CH2:13]([O:15][CH:16]([O:19][CH2:20][CH3:21])[CH2:17][O:1][C:2]1[CH:7]=[CH:6][C:5]([C:8](=[O:10])[CH3:9])=[CH:4][CH:3]=1)[CH3:14], predict the reactants needed to synthesize it. The reactants are: [OH:1][C:2]1[CH:7]=[CH:6][C:5]([C:8](=[O:10])[CH3:9])=[CH:4][CH:3]=1.[H-].[Na+].[CH2:13]([O:15][CH:16]([O:19][CH2:20][CH3:21])[CH2:17]Br)[CH3:14].O. (3) Given the product [Cl:36][C:27]1[CH:28]=[C:29]([O:34][CH3:35])[C:30]([O:32][CH3:33])=[CH:31][C:26]=1[CH2:25][C:24]([N:21]1[CH2:22][CH2:23][C:19]([C:16]2[CH:15]=[CH:14][C:13]([NH:12][C:11]([NH2:39])=[O:38])=[CH:18][CH:17]=2)=[N:20]1)=[O:37], predict the reactants needed to synthesize it. The reactants are: [N+](C1C=CC(O[C:11](=[O:38])[NH:12][C:13]2[CH:18]=[CH:17][C:16]([C:19]3[CH2:23][CH2:22][N:21]([C:24](=[O:37])[CH2:25][C:26]4[CH:31]=[C:30]([O:32][CH3:33])[C:29]([O:34][CH3:35])=[CH:28][C:27]=4[Cl:36])[N:20]=3)=[CH:15][CH:14]=2)=CC=1)([O-])=O.[NH3:39].CO.C(Cl)Cl. (4) Given the product [CH2:1]([O:3][CH:4]([O:7][CH2:8][CH3:9])[CH2:5][O:6][C:25]1[C:24]([N+:30]([O-:32])=[O:31])=[C:14]([C:13]([F:12])=[C:27]([F:28])[CH:26]=1)[NH:15][C:16]1[CH:21]=[CH:20][C:19]([I:22])=[CH:18][C:17]=1[F:23])[CH3:2], predict the reactants needed to synthesize it. The reactants are: [CH2:1]([O:3][CH:4]([O:7][CH2:8][CH3:9])[CH2:5][OH:6])[CH3:2].[H-].[Na+].[F:12][C:13]1[C:27]([F:28])=[CH:26][C:25](F)=[C:24]([N+:30]([O-:32])=[O:31])[C:14]=1[NH:15][C:16]1[CH:21]=[CH:20][C:19]([I:22])=[CH:18][C:17]=1[F:23].O. (5) Given the product [C:9]1([CH:8]([C:15]2[CH:20]=[CH:19][CH:18]=[CH:17][CH:16]=2)[C:2]2[CH2:3][CH2:4][C:5](=[O:6])[NH:22][N:23]=2)[CH:14]=[CH:13][CH:12]=[CH:11][CH:10]=1, predict the reactants needed to synthesize it. The reactants are: O=[C:2]([CH:8]([C:15]1[CH:20]=[CH:19][CH:18]=[CH:17][CH:16]=1)[C:9]1[CH:14]=[CH:13][CH:12]=[CH:11][CH:10]=1)[CH2:3][CH2:4][C:5](O)=[O:6].O.[NH2:22][NH2:23].O.CCOC(C)=O. (6) Given the product [F:37][C:2]([F:38])([F:1])[C@@H:3]([NH:20][C@H:21]([C:26]([NH:28][C@H:29]([C:34]([NH:49][CH3:53])=[O:36])[CH2:30][CH2:31][S:32][CH3:33])=[O:27])[CH2:22][CH:23]([CH3:24])[CH3:25])[C:4]1[CH:9]=[CH:8][C:7]([C:10]2[CH:15]=[CH:14][C:13]([S:16]([CH3:19])(=[O:17])=[O:18])=[CH:12][CH:11]=2)=[CH:6][CH:5]=1, predict the reactants needed to synthesize it. The reactants are: [F:1][C:2]([F:38])([F:37])[C@@H:3]([NH:20][C@H:21]([C:26]([NH:28][C@H:29]([C:34]([OH:36])=O)[CH2:30][CH2:31][S:32][CH3:33])=[O:27])[CH2:22][CH:23]([CH3:25])[CH3:24])[C:4]1[CH:9]=[CH:8][C:7]([C:10]2[CH:15]=[CH:14][C:13]([S:16]([CH3:19])(=[O:18])=[O:17])=[CH:12][CH:11]=2)=[CH:6][CH:5]=1.Cl.CN.F[P-](F)(F)(F)(F)F.[N:49]1(OC(N(C)C)=[N+](C)C)[C:53]2N=CC=CC=2N=N1.C(N(CC)CC)C.